This data is from Forward reaction prediction with 1.9M reactions from USPTO patents (1976-2016). The task is: Predict the product of the given reaction. The product is: [Br:11][C:12]1[C:21]2[C:16](=[CH:17][CH:18]=[CH:19][CH:20]=2)[C:15]([O:10][CH:8]2[CH2:7][NH:6][CH2:5][C:4]3[CH:3]=[CH:2][S:1][C:9]2=3)=[CH:14][CH:13]=1. Given the reactants [S:1]1[C:9]2[CH:8]([OH:10])[CH2:7][NH:6][CH2:5][C:4]=2[CH:3]=[CH:2]1.[Br:11][C:12]1[C:21]2[C:16](=[CH:17][CH:18]=[CH:19][CH:20]=2)[C:15](F)=[CH:14][CH:13]=1, predict the reaction product.